From a dataset of Reaction yield outcomes from USPTO patents with 853,638 reactions. Predict the reaction yield, written as a fraction of the theoretical maximum amount of product (1.0 means a 100% yield; for example, 0.34 means a 34% yield). (1) The reactants are [NH2:1][C:2]1[CH:31]=[CH:30][C:5]([C:6]([N:8]2[C:17]3[C:12](=[CH:13][CH:14]=[CH:15][CH:16]=3)[C@H:11]([N:18]([C:23]3[CH:28]=[CH:27][CH:26]=[CH:25][CH:24]=3)[C:19](=[O:22])[CH2:20]C)[CH2:10][C@@H:9]2[CH3:29])=[O:7])=[CH:4][CH:3]=1.C(=O)([O-])[O-].[K+].[K+].Br[CH:39]([CH3:44])[C:40]([O:42][CH3:43])=[O:41].O. The yield is 0.870. The catalyst is CN(C)C=O. The product is [CH3:43][O:42][C:40](=[O:41])[CH:39]([NH:1][C:2]1[CH:31]=[CH:30][C:5]([C:6]([N:8]2[C:17]3[C:12](=[CH:13][CH:14]=[CH:15][CH:16]=3)[C@H:11]([N:18]([C:19](=[O:22])[CH3:20])[C:23]3[CH:28]=[CH:27][CH:26]=[CH:25][CH:24]=3)[CH2:10][C@@H:9]2[CH3:29])=[O:7])=[CH:4][CH:3]=1)[CH3:44]. (2) The reactants are [CH2:1]([NH:4][CH2:5][CH2:6][CH3:7])[CH2:2][CH3:3].C[Al](C)C.[NH2:12][C:13]1[CH2:14][C:15]([C:25]([O:27]CC)=O)=[CH:16][C:17]2[CH:23]=[CH:22][C:21]([Br:24])=[CH:20][C:18]=2[N:19]=1.[C@H](O)(C([O-])=O)[C@@H](O)C([O-])=O.[Na+].[K+]. The catalyst is C1(C)C=CC=CC=1. The product is [NH2:12][C:13]1[CH2:14][C:15]([C:25]([N:4]([CH2:5][CH2:6][CH3:7])[CH2:1][CH2:2][CH3:3])=[O:27])=[CH:16][C:17]2[CH:23]=[CH:22][C:21]([Br:24])=[CH:20][C:18]=2[N:19]=1. The yield is 0.320. (3) The reactants are [CH:1]1(/[CH:6]=[CH:7]/[CH:8]=[O:9])[CH2:5][CH2:4][CH2:3][CH2:2]1.C(Cl)(Cl)Cl.[C:14]([O:20][CH2:21][N:22]1[C:26]2[N:27]=[CH:28][N:29]=[C:30]([C:31]3[CH:32]=[N:33][NH:34][CH:35]=3)[C:25]=2[CH:24]=[CH:23]1)(=[O:19])[C:15]([CH3:18])([CH3:17])[CH3:16]. The catalyst is [N+](C1C=CC(C(O)=O)=CC=1)([O-])=O. The product is [C:14]([O:20][CH2:21][N:22]1[C:26]2[N:27]=[CH:28][N:29]=[C:30]([C:31]3[CH:32]=[N:33][N:34]([C@@H:6]([CH:1]4[CH2:5][CH2:4][CH2:3][CH2:2]4)[CH2:7][CH:8]=[O:9])[CH:35]=3)[C:25]=2[CH:24]=[CH:23]1)(=[O:19])[C:15]([CH3:18])([CH3:17])[CH3:16]. The yield is 0.800. (4) The reactants are [C@@H:1]([N:5]1[C:13]2[CH:12]=[C:11](Cl)[N:10]=[CH:9][C:8]=2[C:7]([N:15]2[CH2:19][CH2:18][C@@H:17]([OH:20])[CH2:16]2)=[N:6]1)([CH2:3][CH3:4])[CH3:2].[NH2:21][C:22]1[CH:27]=[CH:26][N:25]=[C:24]([N:28]2[CH2:33][CH2:32][C@:31]([CH3:35])([OH:34])[C@H:30]([F:36])[CH2:29]2)[N:23]=1. No catalyst specified. The product is [C@@H:1]([N:5]1[C:13]2[CH:12]=[C:11]([NH:21][C:22]3[CH:27]=[CH:26][N:25]=[C:24]([N:28]4[CH2:33][CH2:32][C@:31]([CH3:35])([OH:34])[C@H:30]([F:36])[CH2:29]4)[N:23]=3)[N:10]=[CH:9][C:8]=2[C:7]([N:15]2[CH2:19][CH2:18][C@@H:17]([OH:20])[CH2:16]2)=[N:6]1)([CH2:3][CH3:4])[CH3:2]. The yield is 0.420. (5) The reactants are [CH3:1][CH2:2][C@@:3]1([OH:59])[CH2:21][N:19]2[CH2:20][C@H:5]([CH2:6][C@:7]([C:55]([O:57][CH3:58])=[O:56])([C:22]3[CH:23]=[C:24]4[C@:32]56[C@@H:36]7[C@:37]([CH2:52][CH3:53])([C@@H:41]([O:48][C:49]([CH3:51])=[O:50])[C@:42]([OH:47])([C:43]([O:45][CH3:46])=[O:44])[C@@H:31]5[N:30]([CH3:54])[C:25]4=[CH:26][C:27]=3[O:28][CH3:29])[CH:38]=[CH:39][CH2:40][N:35]7[CH2:34][CH2:33]6)[C:8]3[NH:16][C:15]4[CH:14]=[CH:13][CH:12]=[CH:11][C:10]=4[C:9]=3[CH2:17][CH2:18]2)[CH2:4]1.OS(O)(=O)=O.C(=O)([O-])[O-].[Na+].[Na+]. The catalyst is ClCCl. The product is [CH3:1][CH2:2][C@@:3]1([OH:59])[CH2:21][N:19]2[CH2:20][C@H:5]([CH2:6][C@:7]([C:55]([O:57][CH3:58])=[O:56])([C:22]3[CH:23]=[C:24]4[C@:32]56[C@@H:36]7[C@:37]([CH2:52][CH3:53])([C@@H:41]([O:48][C:49]([CH3:51])=[O:50])[C@:42]([OH:47])([C:43]([O:45][CH3:46])=[O:44])[C@@H:31]5[N:30]([CH3:54])[C:25]4=[CH:26][C:27]=3[O:28][CH3:29])[CH:38]=[CH:39][CH2:40][N:35]7[CH2:34][CH2:33]6)[C:8]3[NH:16][C:15]4[CH:14]=[CH:13][CH:12]=[CH:11][C:10]=4[C:9]=3[CH2:17][CH2:18]2)[CH2:4]1. The yield is 0.970. (6) The reactants are [CH3:1][C:2]1[C:7]([O:8][C:9]2[C:10]([NH:22][C:23]3[S:27][N:26]=[C:25]([CH:28]4[CH2:34][CH:33]5[N:35](C(OC(C)(C)C)=O)[CH:30]([CH2:31][CH2:32]5)[CH2:29]4)[N:24]=3)=[N:11][CH:12]=[C:13]([S:15][C:16]3[CH:21]=[CH:20][CH:19]=[CH:18][N:17]=3)[CH:14]=2)=[CH:6][CH:5]=[CH:4][N:3]=1.C(O)(C(F)(F)F)=O. The catalyst is C(Cl)Cl. The product is [CH:30]12[NH:35][CH:33]([CH2:32][CH2:31]1)[CH2:34][CH:28]([C:25]1[N:24]=[C:23]([NH:22][C:10]3[C:9]([O:8][C:7]4[C:2]([CH3:1])=[N:3][CH:4]=[CH:5][CH:6]=4)=[CH:14][C:13]([S:15][C:16]4[CH:21]=[CH:20][CH:19]=[CH:18][N:17]=4)=[CH:12][N:11]=3)[S:27][N:26]=1)[CH2:29]2. The yield is 0.955.